From a dataset of NCI-60 drug combinations with 297,098 pairs across 59 cell lines. Regression. Given two drug SMILES strings and cell line genomic features, predict the synergy score measuring deviation from expected non-interaction effect. (1) Drug 1: CNC(=O)C1=CC=CC=C1SC2=CC3=C(C=C2)C(=NN3)C=CC4=CC=CC=N4. Drug 2: C1C(C(OC1N2C=NC3=C2NC=NCC3O)CO)O. Cell line: UO-31. Synergy scores: CSS=11.8, Synergy_ZIP=1.24, Synergy_Bliss=6.00, Synergy_Loewe=5.73, Synergy_HSA=6.02. (2) Drug 1: C1=C(C(=O)NC(=O)N1)N(CCCl)CCCl. Drug 2: CS(=O)(=O)CCNCC1=CC=C(O1)C2=CC3=C(C=C2)N=CN=C3NC4=CC(=C(C=C4)OCC5=CC(=CC=C5)F)Cl. Cell line: SR. Synergy scores: CSS=83.1, Synergy_ZIP=11.7, Synergy_Bliss=11.5, Synergy_Loewe=7.82, Synergy_HSA=12.3. (3) Synergy scores: CSS=31.1, Synergy_ZIP=6.79, Synergy_Bliss=4.80, Synergy_Loewe=4.91, Synergy_HSA=4.92. Cell line: SR. Drug 1: C1CCC(CC1)NC(=O)N(CCCl)N=O. Drug 2: CC1CCCC2(C(O2)CC(NC(=O)CC(C(C(=O)C(C1O)C)(C)C)O)C(=CC3=CSC(=N3)C)C)C. (4) Drug 1: C1CC(C1)(C(=O)O)C(=O)O.[NH2-].[NH2-].[Pt+2]. Drug 2: C1C(C(OC1N2C=NC(=NC2=O)N)CO)O. Cell line: UACC-257. Synergy scores: CSS=3.06, Synergy_ZIP=-1.19, Synergy_Bliss=-1.87, Synergy_Loewe=-4.46, Synergy_HSA=-4.41.